This data is from Forward reaction prediction with 1.9M reactions from USPTO patents (1976-2016). The task is: Predict the product of the given reaction. (1) Given the reactants [CH:1]1([O:7][C:8]2[N:13]=[C:12](S(C)(=O)=O)[C:11]([C:18]3[CH:23]=[CH:22][C:21]([Cl:24])=[CH:20][CH:19]=3)=[C:10]([C:25]3[CH:30]=[CH:29][C:28]([Cl:31])=[CH:27][C:26]=3[Cl:32])[N:9]=2)[CH2:6][CH2:5][CH2:4][CH2:3][CH2:2]1.[CH2:33]([Li])CCC.[CH:38]([OH:41])([CH3:40])[CH3:39], predict the reaction product. The product is: [CH:2]1([CH2:1][O:7][C:8]2[N:13]=[C:12]([O:41][CH:38]([CH3:40])[CH3:39])[C:11]([C:18]3[CH:23]=[CH:22][C:21]([Cl:24])=[CH:20][CH:19]=3)=[C:10]([C:25]3[CH:30]=[CH:29][C:28]([Cl:31])=[CH:27][C:26]=3[Cl:32])[N:9]=2)[CH2:33][CH2:6][CH2:5][CH2:4][CH2:3]1. (2) Given the reactants Br[CH2:2][C:3]1[CH:8]=[CH:7][C:6]([C:9]2[N:14]([CH3:15])[C:13](=[O:16])[C:12]3[C:17]([C:20]4[CH:25]=[CH:24][CH:23]=[CH:22][CH:21]=4)=[N:18][O:19][C:11]=3[CH:10]=2)=[CH:5][CH:4]=1.C(=O)([O-])[O-].[Cs+].[Cs+].[NH:32]1[CH:36]=[CH:35][CH:34]=[CH:33]1, predict the reaction product. The product is: [CH3:15][N:14]1[C:9]([C:6]2[CH:5]=[CH:4][C:3]([CH2:2][N:32]3[CH:36]=[CH:35][CH:34]=[CH:33]3)=[CH:8][CH:7]=2)=[CH:10][C:11]2[O:19][N:18]=[C:17]([C:20]3[CH:25]=[CH:24][CH:23]=[CH:22][CH:21]=3)[C:12]=2[C:13]1=[O:16]. (3) The product is: [CH3:14][C:6]1([CH3:15])[CH:5]=[CH:4][C:3]2[C:8](=[CH:9][C:10]([O:12][CH3:13])=[CH:11][C:2]=2[NH:1][C:17]2[C:18]([C:30]([OH:32])=[O:31])=[CH:19][C:20]3[C:25]([C:26]=2[N+:27]([O-:29])=[O:28])=[CH:24][CH:23]=[CH:22][CH:21]=3)[O:7]1. Given the reactants [NH2:1][C:2]1[CH:11]=[C:10]([O:12][CH3:13])[CH:9]=[C:8]2[C:3]=1[CH:4]=[CH:5][C:6]([CH3:15])([CH3:14])[O:7]2.Cl[C:17]1[C:18]([C:30]([OH:32])=[O:31])=[CH:19][C:20]2[C:25]([C:26]=1[N+:27]([O-:29])=[O:28])=[CH:24][CH:23]=[CH:22][CH:21]=2.C([O-])(=O)C.[K+].CC(O)C, predict the reaction product. (4) Given the reactants [I:1][C:2]1[C:10]2[C:5](=[N:6][CH:7]=[N:8][C:9]=2[NH:11][C:12](=[O:18])[O:13][C:14]([CH3:17])([CH3:16])[CH3:15])[N:4]([C:19]2[CH:24]=[CH:23][C:22]([N+:25]([O-])=O)=[CH:21][N:20]=2)[N:3]=1.[NH4+].[Cl-], predict the reaction product. The product is: [NH2:25][C:22]1[CH:23]=[CH:24][C:19]([N:4]2[C:5]3=[N:6][CH:7]=[N:8][C:9]([NH:11][C:12](=[O:18])[O:13][C:14]([CH3:15])([CH3:16])[CH3:17])=[C:10]3[C:2]([I:1])=[N:3]2)=[N:20][CH:21]=1. (5) Given the reactants [CH3:1][O:2][CH:3]1[CH2:8][CH2:7][CH2:6][N:5]([C:9]([N:11]2[CH2:16][CH:15]([C:17]3[CH:22]=[CH:21][C:20]([C:23]([F:26])([F:25])[F:24])=[CH:19][CH:18]=3)[CH2:14][CH:13]([C:27]([OH:29])=O)[CH2:12]2)=[O:10])[CH2:4]1.Cl.O[NH:32][C:33](=[NH:36])[CH2:34][CH3:35], predict the reaction product. The product is: [CH2:34]([C:33]1[N:36]=[C:27]([CH:13]2[CH2:14][CH:15]([C:17]3[CH:18]=[CH:19][C:20]([C:23]([F:26])([F:25])[F:24])=[CH:21][CH:22]=3)[CH2:16][N:11]([C:9]([N:5]3[CH2:6][CH2:7][CH2:8][CH:3]([O:2][CH3:1])[CH2:4]3)=[O:10])[CH2:12]2)[O:29][N:32]=1)[CH3:35]. (6) Given the reactants [C:1]1([CH:7]2[CH2:12][CH2:11][NH:10][CH2:9][CH2:8]2)[CH:6]=[CH:5][CH:4]=[CH:3][CH:2]=1.[CH3:13][O:14][C:15]1[CH:20]=[CH:19][C:18]([N:21]2[CH2:26][CH2:25][N:24]([C:27]3[C:28]([CH3:41])=[C:29]([CH3:40])[C:30]4[O:34][C:33]([CH3:36])([CH3:35])[CH:32](O)[C:31]=4[C:38]=3[CH3:39])[CH2:23][CH2:22]2)=[CH:17][CH:16]=1, predict the reaction product. The product is: [CH3:13][O:14][C:15]1[CH:16]=[CH:17][C:18]([N:21]2[CH2:26][CH2:25][N:24]([C:27]3[C:28]([CH3:41])=[C:29]([CH3:40])[C:30]4[O:34][C:33]([CH3:35])([CH3:36])[CH:32]([N:10]5[CH2:9][CH2:8][CH:7]([C:1]6[CH:6]=[CH:5][CH:4]=[CH:3][CH:2]=6)[CH2:12][CH2:11]5)[C:31]=4[C:38]=3[CH3:39])[CH2:23][CH2:22]2)=[CH:19][CH:20]=1. (7) Given the reactants [Cl:1][C:2]1[CH:9]=[C:8]([NH:10][C@H:11]2[CH2:15][CH2:14][N:13]([CH3:16])[CH2:12]2)[CH:7]=[CH:6][C:3]=1[C:4]#[N:5].[H-].[Na+].[F:19][C:20]1[CH:27]=[CH:26][C:23]([CH2:24]Br)=[C:22]([C:28]([F:31])([F:30])[F:29])[CH:21]=1, predict the reaction product. The product is: [Cl:1][C:2]1[CH:9]=[C:8]([N:10]([CH2:24][C:23]2[CH:26]=[CH:27][C:20]([F:19])=[CH:21][C:22]=2[C:28]([F:30])([F:29])[F:31])[C@H:11]2[CH2:15][CH2:14][N:13]([CH3:16])[CH2:12]2)[CH:7]=[CH:6][C:3]=1[C:4]#[N:5]. (8) The product is: [CH3:12][O:3][CH2:4][C:5]([CH3:11])([CH3:10])[C:6]([O:8][CH3:9])=[O:7]. Given the reactants [H-].[Na+].[OH:3][CH2:4][C:5]([CH3:11])([CH3:10])[C:6]([O:8][CH3:9])=[O:7].[CH3:12]I, predict the reaction product. (9) The product is: [Cl:21][C:15]1[CH:16]=[C:17]([Cl:20])[CH:18]=[CH:19][C:14]=1[CH2:13][O:12][C@@H:11]1[C@@H:10]([CH2:22][O:23][CH2:24][C:25]2[CH:30]=[CH:29][C:28]([Cl:31])=[CH:27][C:26]=2[Cl:32])[O:9][C@H:6]([O:7][CH3:8])[C@@H:5]1[OH:4]. Given the reactants C([O:4][C@@H:5]1[C@H:11]([O:12][CH2:13][C:14]2[CH:19]=[CH:18][C:17]([Cl:20])=[CH:16][C:15]=2[Cl:21])[C@@H:10]([CH2:22][O:23][CH2:24][C:25]2[CH:30]=[CH:29][C:28]([Cl:31])=[CH:27][C:26]=2[Cl:32])[O:9][C@H:6]1[O:7][CH3:8])(=O)C, predict the reaction product. (10) Given the reactants Cl.[F:2][C:3]1([F:14])[CH2:7][NH:6][C@H:5]([CH2:8][CH:9]([CH3:13])[C:10]([OH:12])=[O:11])[CH2:4]1.Br[CH2:16][C:17]1[NH:22][C:21]([C:23]2[S:24][CH:25]=[CH:26][N:27]=2)=[N:20][C@@H:19]([C:28]2[CH:33]=[CH:32][C:31]([Cl:34])=[CH:30][C:29]=2[Cl:35])[C:18]=1[C:36]([O:38][CH2:39][CH3:40])=[O:37].C(=O)([O-])[O-].[K+].[K+], predict the reaction product. The product is: [Cl:35][C:29]1[CH:30]=[C:31]([Cl:34])[CH:32]=[CH:33][C:28]=1[C@@H:19]1[N:20]=[C:21]([C:23]2[S:24][CH:25]=[CH:26][N:27]=2)[NH:22][C:17]([CH2:16][N:6]2[CH2:7][C:3]([F:2])([F:14])[CH2:4][C@H:5]2[CH2:8][CH:9]([CH3:13])[C:10]([OH:12])=[O:11])=[C:18]1[C:36]([O:38][CH2:39][CH3:40])=[O:37].